The task is: Predict the reactants needed to synthesize the given product.. This data is from Full USPTO retrosynthesis dataset with 1.9M reactions from patents (1976-2016). (1) Given the product [CH:34]1([C:33]2[N:28]3[N:27]=[CH:26][C:25]([C:23]([OH:24])=[O:22])=[C:29]3[N:30]=[CH:31][C:32]=2[C:6]2[CH:7]=[CH:8][C:3]([S:2][CH3:1])=[CH:4][CH:5]=2)[CH2:35][CH2:36][CH2:37][CH2:38][CH2:39]1, predict the reactants needed to synthesize it. The reactants are: [CH3:1][S:2][C:3]1[CH:8]=[CH:7][C:6](B(O)O)=[CH:5][CH:4]=1.P([O-])([O-])([O-])=O.[K+].[K+].[K+].C([O:22][C:23]([C:25]1[CH:26]=[N:27][N:28]2[C:33]([CH:34]3[CH2:39][CH2:38][CH2:37][CH2:36][CH2:35]3)=[C:32](Br)[CH:31]=[N:30][C:29]=12)=[O:24])C.[Li+].[OH-].Cl. (2) Given the product [Cl:1][C:2]1[N:7]=[C:6]2[C:8]([CH3:28])=[C:9]([CH:11]([NH:18][C:19]3[CH:27]=[CH:26][C:22]([C:65]([N:64]([CH3:67])[CH2:63][CH2:32][C:33]([O:35][CH2:36][CH3:37])=[O:34])=[O:66])=[CH:21][CH:20]=3)[CH:12]3[CH2:17][CH2:16][CH2:15][CH2:14][CH2:13]3)[O:10][C:5]2=[CH:4][CH:3]=1, predict the reactants needed to synthesize it. The reactants are: [Cl:1][C:2]1[N:7]=[C:6]2[C:8]([CH3:28])=[C:9]([CH:11]([NH:18][C:19]3[CH:27]=[CH:26][C:22](C(O)=O)=[CH:21][CH:20]=3)[CH:12]3[CH2:17][CH2:16][CH2:15][CH2:14][CH2:13]3)[O:10][C:5]2=[CH:4][CH:3]=1.CNC[CH2:32][C:33]([O:35][CH2:36][CH3:37])=[O:34].O.ON1C2C=CC=CC=2N=N1.Cl.C(N=C=NCCCN(C)C)C.[Cl-].[NH4+].[CH3:63][N:64]([CH3:67])[CH:65]=[O:66].